This data is from M1 muscarinic receptor antagonist screen with 61,756 compounds. The task is: Binary Classification. Given a drug SMILES string, predict its activity (active/inactive) in a high-throughput screening assay against a specified biological target. (1) The molecule is O=c1n(c(=O)c2c1cc1c(c2)c(=O)n(c1=O)CCOC(=O)CC)CCOC(=O)CC. The result is 0 (inactive). (2) The drug is S(=O)(=O)(N(CC)CC)c1cc2c([nH]cc(c2=O)C(=O)NCCC=2CCCCC2)cc1. The result is 0 (inactive).